This data is from Forward reaction prediction with 1.9M reactions from USPTO patents (1976-2016). The task is: Predict the product of the given reaction. (1) Given the reactants [CH:1]1([CH2:4][N:5]2[CH2:14][CH2:13][C:12]3[C:7](=[CH:8][CH:9]=[CH:10][C:11]=3[NH:15][CH2:16][C:17]([N:19]([CH2:31][CH2:32][N:33](CC3C=CC(OC)=CC=3)[CH2:34][C:35]([F:38])([F:37])[F:36])[CH2:20][C:21]3[CH:26]=[CH:25][CH:24]=[CH:23][C:22]=3[C:27]([F:30])([F:29])[F:28])=[O:18])[CH2:6]2)[CH2:3][CH2:2]1.CC(O)=O, predict the reaction product. The product is: [CH:1]1([CH2:4][N:5]2[CH2:14][CH2:13][C:12]3[C:7](=[CH:8][CH:9]=[CH:10][C:11]=3[NH:15][CH2:16][C:17]([N:19]([CH2:31][CH2:32][NH:33][CH2:34][C:35]([F:38])([F:36])[F:37])[CH2:20][C:21]3[CH:26]=[CH:25][CH:24]=[CH:23][C:22]=3[C:27]([F:29])([F:30])[F:28])=[O:18])[CH2:6]2)[CH2:3][CH2:2]1. (2) Given the reactants [CH2:1]([N:8]1[CH2:13][CH2:12][N:11]([C:14]2[CH:19]=[CH:18][CH:17]=[CH:16][C:15]=2[N+:20]([O-])=O)[CH:10]([CH2:23][C:24]([OH:26])=O)[CH2:9]1)[C:2]1[CH:7]=[CH:6][CH:5]=[CH:4][CH:3]=1.F[P-](F)(F)(F)(F)F.N1(OC(N(C)C)=[N+](C)C)C2N=CC=CC=2N=N1.C(N(C(C)C)CC)(C)C, predict the reaction product. The product is: [CH2:1]([N:8]1[CH2:13][CH2:12][N:11]2[C:14]3[CH:19]=[CH:18][CH:17]=[CH:16][C:15]=3[NH:20][C:24](=[O:26])[CH2:23][CH:10]2[CH2:9]1)[C:2]1[CH:7]=[CH:6][CH:5]=[CH:4][CH:3]=1. (3) Given the reactants [NH:1]1[C:9]2[C:4](=[CH:5][CH:6]=[CH:7][CH:8]=2)[C:3](/[CH:10]=[CH:11]/[C:12]2[CH:17]=[CH:16][CH:15]=[CH:14][C:13]=2[NH2:18])=[N:2]1.[C:19]1(=O)[O:24][C:22](=[O:23])[C:21]2=[CH:25][CH:26]=[CH:27][CH:28]=[C:20]12.C(N(CC)CC)C, predict the reaction product. The product is: [NH:1]1[C:9]2[C:4](=[CH:5][CH:6]=[CH:7][CH:8]=2)[C:3](/[CH:10]=[CH:11]/[C:12]2[CH:17]=[CH:16][CH:15]=[CH:14][C:13]=2[N:18]2[C:22](=[O:23])[C:21]3[C:20](=[CH:28][CH:27]=[CH:26][CH:25]=3)[C:19]2=[O:24])=[N:2]1. (4) Given the reactants Br[C:2]1[CH:3]=[N:4][CH:5]=[C:6]2[C:11]=1[N:10]=[C:9]([C:12]([NH:14][CH2:15][C:16]1([CH3:22])[CH2:20][CH2:19][C:18](=[O:21])[NH:17]1)=[O:13])[CH:8]=[CH:7]2.[Cl:23][C:24]1[CH:29]=[CH:28][C:27](B(O)O)=[CH:26][CH:25]=1, predict the reaction product. The product is: [Cl:23][C:24]1[CH:29]=[CH:28][C:27]([C:2]2[CH:3]=[N:4][CH:5]=[C:6]3[C:11]=2[N:10]=[C:9]([C:12]([NH:14][CH2:15][C:16]2([CH3:22])[CH2:20][CH2:19][C:18](=[O:21])[NH:17]2)=[O:13])[CH:8]=[CH:7]3)=[CH:26][CH:25]=1. (5) Given the reactants Br[C:2]1[CH:3]=[N:4][C:5]([CH:8]2[N:12]([C:13]3[CH:18]=[CH:17][CH:16]=[CH:15][C:14]=3[Cl:19])[N:11]=[C:10]([C:20]([F:26])([F:25])[C:21]([F:24])([F:23])[F:22])[CH2:9]2)=[CH:6][CH:7]=1.[C:27]([C:30]1[CH:31]=[C:32](B(O)O)[CH:33]=[CH:34][CH:35]=1)(=[O:29])[CH3:28].C(=O)([O-])[O-].[Na+].[Na+].C(O)C, predict the reaction product. The product is: [Cl:19][C:14]1[CH:15]=[CH:16][CH:17]=[CH:18][C:13]=1[N:12]1[CH:8]([C:5]2[CH:6]=[CH:7][C:2]([C:34]3[CH:33]=[CH:32][CH:31]=[C:30]([C:27](=[O:29])[CH3:28])[CH:35]=3)=[CH:3][N:4]=2)[CH2:9][C:10]([C:20]([F:26])([F:25])[C:21]([F:24])([F:23])[F:22])=[N:11]1. (6) Given the reactants [NH2:1][CH2:2]C1C=NC=CC=1.C[C:10]1([CH2:15]N)[CH2:14][S:13][CH:12]=[N:11]1.[F:17][C:18]1([F:37])[CH2:20][CH:19]1[CH2:21][N:22]1[CH2:26][CH2:25][N:24]([C:27]2[S:28][C:29]([C:33]([OH:35])=O)=[C:30]([CH3:32])[N:31]=2)[C:23]1=[O:36], predict the reaction product. The product is: [F:37][C:18]1([F:17])[CH2:20][CH:19]1[CH2:21][N:22]1[CH2:26][CH2:25][N:24]([C:27]2[S:28][C:29]([C:33]([NH:1][CH2:2][C:12]3[S:13][CH:14]=[C:10]([CH3:15])[N:11]=3)=[O:35])=[C:30]([CH3:32])[N:31]=2)[C:23]1=[O:36].